The task is: Predict which catalyst facilitates the given reaction.. This data is from Catalyst prediction with 721,799 reactions and 888 catalyst types from USPTO. (1) Product: [C:15]([C:11]1[CH:12]=[CH:13][N:14]2[C:9]([CH:10]=1)=[C:8]([S:17][C:18]1[CH:19]=[CH:20][C:21]([S:24]([CH2:27][CH3:28])(=[O:26])=[O:25])=[CH:22][CH:23]=1)[C:7]([CH3:29])=[C:6]2[CH2:5][C:4]([OH:30])=[O:3])#[N:16]. Reactant: C([O:3][C:4](=[O:30])[CH2:5][C:6]1[N:14]2[C:9]([CH:10]=[C:11]([C:15]#[N:16])[CH:12]=[CH:13]2)=[C:8]([S:17][C:18]2[CH:23]=[CH:22][C:21]([S:24]([CH2:27][CH3:28])(=[O:26])=[O:25])=[CH:20][CH:19]=2)[C:7]=1[CH3:29])C.O1CCCC1.[OH-].[Li+].Cl. The catalyst class is: 6. (2) The catalyst class is: 382. Reactant: Cl[CH2:2][C:3]1[O:4][CH:5]=[CH:6][C:7]=1[C:8]([O:10][CH2:11][CH3:12])=[O:9].[NH2:13][CH2:14][C:15]1[C:20]([CH3:21])=[N:19][C:18]2[N:22]([CH2:25][CH3:26])[N:23]=[CH:24][C:17]=2[C:16]=1[NH:27][CH:28]1[CH2:33][CH2:32][O:31][CH2:30][CH2:29]1.CCN(C(C)C)C(C)C. Product: [CH2:25]([N:22]1[C:18]2=[N:19][C:20]([CH3:21])=[C:15]([CH2:14][NH:13][CH2:2][C:3]3[O:4][CH:5]=[CH:6][C:7]=3[C:8]([O:10][CH2:11][CH3:12])=[O:9])[C:16]([NH:27][CH:28]3[CH2:29][CH2:30][O:31][CH2:32][CH2:33]3)=[C:17]2[CH:24]=[N:23]1)[CH3:26]. (3) Reactant: C([Li])CCC.[CH3:6][C:7]1[O:8][CH:9]=[CH:10][CH:11]=1.[O:12]1[CH2:17][CH2:16][CH:15]([CH:18]=[O:19])[CH2:14][CH2:13]1.[Cl-].[NH4+]. Product: [CH3:6][C:7]1[O:8][C:9]([CH:18]([CH:15]2[CH2:16][CH2:17][O:12][CH2:13][CH2:14]2)[OH:19])=[CH:10][CH:11]=1. The catalyst class is: 392.